From a dataset of Full USPTO retrosynthesis dataset with 1.9M reactions from patents (1976-2016). Predict the reactants needed to synthesize the given product. (1) Given the product [Cl:8][C:4]1[CH:5]=[CH:6][CH:7]=[C:2]([Cl:1])[C:3]=1[NH:9][C:10]([NH:12][C:13]1[S:14][C:15]([C:25]2[CH:30]=[CH:29][CH:28]=[CH:27][CH:26]=2)=[CH:16][C:17]=1[C:18]([OH:20])=[O:19])=[O:11], predict the reactants needed to synthesize it. The reactants are: [Cl:1][C:2]1[CH:7]=[CH:6][CH:5]=[C:4]([Cl:8])[C:3]=1[NH:9][C:10]([NH:12][C:13]1[S:14][C:15]([C:25]2[CH:30]=[CH:29][CH:28]=[CH:27][CH:26]=2)=[CH:16][C:17]=1[C:18]([O:20]C(C)(C)C)=[O:19])=[O:11].C(O)(C(F)(F)F)=O. (2) Given the product [Cl:1][C:2]1[C:3]([Cl:12])=[C:4]([NH:20][C:19]2[CH:21]=[CH:22][C:16]([O:15][CH2:13][CH3:14])=[CH:17][CH:18]=2)[C:5]2[N:6]([CH:8]=[CH:9][N:10]=2)[N:7]=1, predict the reactants needed to synthesize it. The reactants are: [Cl:1][C:2]1[C:3]([Cl:12])=[C:4](Cl)[C:5]2[N:6]([CH:8]=[CH:9][N:10]=2)[N:7]=1.[CH2:13]([O:15][C:16]1[CH:22]=[CH:21][C:19]([NH2:20])=[CH:18][CH:17]=1)[CH3:14].C(N(CC)CC)C. (3) The reactants are: C(O[C:6](=O)[NH:7][CH2:8][CH2:9][NH:10][CH2:11][CH2:12][NH:13][C:14](OC(C)(C)C)=O)(C)(C)C.[H-].[H-].[H-].[H-].[Li+].[Al+3]. Given the product [CH3:6][NH:7][CH2:8][CH2:9][NH:10][CH2:11][CH2:12][NH:13][CH3:14], predict the reactants needed to synthesize it. (4) Given the product [C:1]([O:5][C:6](=[O:26])[NH:7][C:8]1[CH:13]=[C:12]([CH:14]=[C:15]([CH:23]2[CH2:24][CH2:25]2)[C:16]2[CH:21]=[CH:20][CH:19]=[CH:18][CH:17]=2)[CH:11]=[CH:10][N:9]=1)([CH3:4])([CH3:2])[CH3:3], predict the reactants needed to synthesize it. The reactants are: [C:1]([O:5][C:6](=[O:26])[NH:7][C:8]1[CH:13]=[C:12]([CH2:14][C:15]([CH:23]2[CH2:25][CH2:24]2)(O)[C:16]2[CH:21]=[CH:20][CH:19]=[CH:18][CH:17]=2)[CH:11]=[CH:10][N:9]=1)([CH3:4])([CH3:3])[CH3:2].S(Cl)(Cl)=O.C([O-])(O)=O.[Na+].O. (5) Given the product [CH3:1][O:2][C:3]12[CH2:10][CH2:9][CH2:8][C:7]1([CH2:11][CH2:12][CH3:13])[CH2:6][CH2:5][O:4]2, predict the reactants needed to synthesize it. The reactants are: [CH3:1][O:2][C:3]12[CH2:10][CH2:9][CH2:8][C:7]1([CH2:11][CH:12]=[CH2:13])[CH2:6][CH2:5][O:4]2. (6) Given the product [CH3:1][C:2]1[C:3]([C:16]23[CH2:21][CH:20]2[C:19](=[O:22])[CH2:18][CH2:17]3)=[CH:4][C:5]2[C:6]([CH3:15])([CH3:14])[CH2:7][CH2:8][C:9]([CH3:12])([CH3:13])[C:10]=2[CH:11]=1, predict the reactants needed to synthesize it. The reactants are: [CH3:1][C:2]1[C:3]([C:16]23[CH2:21][CH:20]2[CH:19]([OH:22])[CH2:18][CH2:17]3)=[CH:4][C:5]2[C:6]([CH3:15])([CH3:14])[CH2:7][CH2:8][C:9]([CH3:13])([CH3:12])[C:10]=2[CH:11]=1.[Cr](Cl)([O-])(=O)=O.[NH+]1C=CC=CC=1. (7) Given the product [Br:46][CH2:24][C:13]1[CH:14]=[C:15]([CH2:16][C:17]2([C:22]#[N:23])[CH2:21][CH2:20][CH2:19][CH2:18]2)[C:10]([C:3]2[CH:4]=[C:5]([O:8][CH3:9])[CH:6]=[CH:7][C:2]=2[F:1])=[N:11][CH:12]=1, predict the reactants needed to synthesize it. The reactants are: [F:1][C:2]1[CH:7]=[CH:6][C:5]([O:8][CH3:9])=[CH:4][C:3]=1[C:10]1[C:15]([CH2:16][C:17]2([C:22]#[N:23])[CH2:21][CH2:20][CH2:19][CH2:18]2)=[CH:14][C:13]([CH2:24]O)=[CH:12][N:11]=1.C1(P(C2C=CC=CC=2)C2C=CC=CC=2)C=CC=CC=1.C(Br)(Br)(Br)[Br:46].O. (8) Given the product [NH2:56][C@H:57]([C:67]([NH:1][C@H:2]([C:12]([NH:14][C@H:15]([C:28]([NH:30][C@H:31]([C:36]([O:38][CH2:39][C:40]1[CH:45]=[CH:44][CH:43]=[CH:42][CH:41]=1)=[O:37])[CH2:32][CH:33]([CH3:35])[CH3:34])=[O:29])[CH2:16][C:17]1[CH:18]=[CH:19][C:20]([O:23][C:24]([CH3:25])([CH3:26])[CH3:27])=[CH:21][CH:22]=1)=[O:13])[CH2:3][CH2:4][C:5](=[O:11])[O:6][C:7]([CH3:8])([CH3:9])[CH3:10])=[O:68])[CH2:58][CH2:59][C:60](=[O:66])[O:61][C:62]([CH3:64])([CH3:65])[CH3:63], predict the reactants needed to synthesize it. The reactants are: [NH2:1][C@H:2]([C:12]([NH:14][C@H:15]([C:28]([NH:30][C@H:31]([C:36]([O:38][CH2:39][C:40]1[CH:45]=[CH:44][CH:43]=[CH:42][CH:41]=1)=[O:37])[CH2:32][CH:33]([CH3:35])[CH3:34])=[O:29])[CH2:16][C:17]1[CH:22]=[CH:21][C:20]([O:23][C:24]([CH3:27])([CH3:26])[CH3:25])=[CH:19][CH:18]=1)=[O:13])[CH2:3][CH2:4][C:5](=[O:11])[O:6][C:7]([CH3:10])([CH3:9])[CH3:8].C1C=CC2N(O)N=NC=2C=1.[NH:56](C(OCC1C2C(=CC=CC=2)C2C1=CC=CC=2)=O)[C@H:57]([C:67](O)=[O:68])[CH2:58][CH2:59][C:60](=[O:66])[O:61][C:62]([CH3:65])([CH3:64])[CH3:63].CCN=C=NCCCN(C)C.Cl.C(O)(=O)C(CC(O)=O)S.C1CCN2C(=NCCC2)CC1.S(O)(C)(=O)=O. (9) Given the product [CH2:24]([O:23][C:21]([N:10]1[CH2:9][CH2:8][C:7]2[C:12](=[C:3]([OH:2])[CH:4]=[CH:5][CH:6]=2)[CH2:11]1)=[O:22])[C:25]1[CH:30]=[CH:29][CH:28]=[CH:27][CH:26]=1, predict the reactants needed to synthesize it. The reactants are: Cl.[OH:2][C:3]1[CH:4]=[CH:5][CH:6]=[C:7]2[C:12]=1[CH2:11][NH:10][CH2:9][CH2:8]2.C(N(CC)CC)C.Cl[C:21]([O:23][CH2:24][C:25]1[CH:30]=[CH:29][CH:28]=[CH:27][CH:26]=1)=[O:22].